From a dataset of Full USPTO retrosynthesis dataset with 1.9M reactions from patents (1976-2016). Predict the reactants needed to synthesize the given product. Given the product [CH3:1][C:2]1[CH:3]=[C:4]([N+:11]([O-:13])=[O:12])[C:5]2[O:9][CH2:8][CH2:7][C:6]=2[CH:10]=1, predict the reactants needed to synthesize it. The reactants are: [CH3:1][C:2]1[CH:3]=[CH:4][C:5]2[O:9][CH2:8][CH2:7][C:6]=2[CH:10]=1.[N:11]([O-:13])=[O:12].[Na+].